Dataset: Full USPTO retrosynthesis dataset with 1.9M reactions from patents (1976-2016). Task: Predict the reactants needed to synthesize the given product. (1) The reactants are: [NH2:1][C:2]1[C:7]([C:8](=[S:10])[NH2:9])=[CH:6][N:5]=[CH:4][N:3]=1.FC(F)(F)C(O)=O.Br[CH2:19][C:20]([C:22]1[CH:27]=[CH:26][CH:25]=[C:24]([N+:28]([O-:30])=[O:29])[CH:23]=1)=O. Given the product [N+:28]([C:24]1[CH:23]=[C:22]([C:20]2[N:9]=[C:8]([C:7]3[C:2]([NH2:1])=[N:3][CH:4]=[N:5][CH:6]=3)[S:10][CH:19]=2)[CH:27]=[CH:26][CH:25]=1)([O-:30])=[O:29], predict the reactants needed to synthesize it. (2) The reactants are: C1([C:11]2[CH:16]=[CH:15][C:14]([NH:17][C:18]3[CH:23]=[CH:22][C:21](C4C=CC=CC=4)=[CH:20][CH:19]=3)=[CH:13][CH:12]=2)C2C(=CC=CC=2)C=CC=1.BrC1C=CC2[C:38]3[CH:39]=[CH:40][CH:41]=[CH:42][C:37]=3[O:36]C=2C=1.N[C:45]1[CH:46]=[CH:47][C:48]2C3C=CC=CC=3[O:50][C:49]=2[CH:57]=1. Given the product [CH:19]1[C:20]2[C:48]3[CH:47]=[CH:46][CH:45]=[CH:57][C:49]=3[O:50][C:21]=2[CH:22]=[CH:23][C:18]=1[NH:17][C:14]1[CH:15]=[CH:16][C:11]2[O:36][C:37]3[CH:38]=[CH:39][CH:40]=[CH:41][C:42]=3[C:12]=2[CH:13]=1, predict the reactants needed to synthesize it. (3) The reactants are: Cl[C:2]1[N:7]=[C:6]([Cl:8])[N:5]=[C:4]([NH:9][CH2:10][C:11]#[CH:12])[N:3]=1.[CH:13]([NH2:16])([CH3:15])[CH3:14].C(N(CC)C(C)C)(C)C. Given the product [Cl:8][C:6]1[N:7]=[C:2]([NH:16][CH:13]([CH3:15])[CH3:14])[N:3]=[C:4]([NH:9][CH2:10][C:11]#[CH:12])[N:5]=1, predict the reactants needed to synthesize it. (4) The reactants are: Cl.Cl.[N:3]1[CH:8]=[CH:7][C:6]([O:9][C@H:10]2[CH2:15][CH2:14][C@H:13]([NH:16][C:17]([C@H:19]3[CH2:24][CH2:23][CH2:22][NH:21][CH2:20]3)=[O:18])[CH2:12][CH2:11]2)=[CH:5][CH:4]=1.[C:25]1([S:31](Cl)(=[O:33])=[O:32])[CH:30]=[CH:29][CH:28]=[CH:27][CH:26]=1.C(N(CC)CC)C. Given the product [C:25]1([S:31]([N:21]2[CH2:22][CH2:23][CH2:24][C@H:19]([C:17]([NH:16][C@H:13]3[CH2:12][CH2:11][C@H:10]([O:9][C:6]4[CH:5]=[CH:4][N:3]=[CH:8][CH:7]=4)[CH2:15][CH2:14]3)=[O:18])[CH2:20]2)(=[O:33])=[O:32])[CH:30]=[CH:29][CH:28]=[CH:27][CH:26]=1, predict the reactants needed to synthesize it. (5) Given the product [Br:1][C:2]1[CH:7]=[C:6]([C:8]([F:9])([F:11])[F:10])[C:5]([CH:12]([O:17][C:18]([CH3:21])([CH3:20])[CH3:19])[C:13]([O:15][CH3:16])=[O:14])=[C:4]([C:22]2[CH:23]=[CH:24][C:25]3[O:30][CH2:29][CH2:28][CH2:27][C:26]=3[CH:31]=2)[C:3]=1[O:32][CH3:33], predict the reactants needed to synthesize it. The reactants are: [Br:1][C:2]1[CH:7]=[C:6]([C:8]([F:11])([F:10])[F:9])[C:5]([CH:12]([O:17][C:18]([CH3:21])([CH3:20])[CH3:19])[C:13]([O:15][CH3:16])=[O:14])=[C:4]([C:22]2[CH:23]=[CH:24][C:25]3[O:30][CH2:29][CH2:28][CH2:27][C:26]=3[CH:31]=2)[C:3]=1[OH:32].[C:33](=O)([O-])[O-].[K+].[K+].IC. (6) Given the product [Cl:1][C:2]1[CH:25]=[CH:24][C:5]([CH2:6][NH:7][C:8]([C:10]2[C:11](=[O:23])[C:12]3[CH:20]=[C:19]([CH2:21][N:27]4[CH2:32][CH2:31][O:30][CH2:29][C@@H:28]4[C@@H:33]([OH:34])[C:35]4[CH:40]=[CH:39][CH:38]=[CH:37][CH:36]=4)[S:18][C:13]=3[N:14]([CH2:16][CH3:17])[CH:15]=2)=[O:9])=[CH:4][CH:3]=1, predict the reactants needed to synthesize it. The reactants are: [Cl:1][C:2]1[CH:25]=[CH:24][C:5]([CH2:6][NH:7][C:8]([C:10]2[C:11](=[O:23])[C:12]3[CH:20]=[C:19]([CH2:21]Cl)[S:18][C:13]=3[N:14]([CH2:16][CH3:17])[CH:15]=2)=[O:9])=[CH:4][CH:3]=1.Cl.[NH:27]1[CH2:32][CH2:31][O:30][CH2:29][C@@H:28]1[C@H:33]([C:35]1[CH:40]=[CH:39][CH:38]=[CH:37][CH:36]=1)[OH:34]. (7) Given the product [O:17]1[CH2:18][CH2:19][N:14]([C:4]2[N:5]=[C:6]([N:8]3[CH2:13][CH2:12][O:11][CH2:10][CH2:9]3)[N:7]=[C:2]([C:28]3[C:29]([C:35]([F:38])([F:37])[F:36])=[CH:30][C:31]([NH2:34])=[N:32][CH:33]=3)[N:3]=2)[CH2:15][CH2:16]1, predict the reactants needed to synthesize it. The reactants are: Cl[C:2]1[N:7]=[C:6]([N:8]2[CH2:13][CH2:12][O:11][CH2:10][CH2:9]2)[N:5]=[C:4]([N:14]2[CH2:19][CH2:18][O:17][CH2:16][CH2:15]2)[N:3]=1.CC1(C)C(C)(C)OB([C:28]2[C:29]([C:35]([F:38])([F:37])[F:36])=[CH:30][C:31]([NH2:34])=[N:32][CH:33]=2)O1. (8) Given the product [Cl:1][C:2]1[CH:28]=[CH:27][C:5]([C:6]([C:8]2[CH:9]=[C:10]3[C:15](=[CH:16][CH:17]=2)[N:14]([CH3:18])[C:13](=[O:19])[CH:12]=[C:11]3[C:20]2[CH:25]=[CH:24][CH:23]=[C:22]([C:39]#[C:38][Si:35]([CH3:37])([CH3:36])[CH3:34])[CH:21]=2)=[O:7])=[CH:4][CH:3]=1, predict the reactants needed to synthesize it. The reactants are: [Cl:1][C:2]1[CH:28]=[CH:27][C:5]([C:6]([C:8]2[CH:9]=[C:10]3[C:15](=[CH:16][CH:17]=2)[N:14]([CH3:18])[C:13](=[O:19])[CH:12]=[C:11]3[C:20]2[CH:25]=[CH:24][CH:23]=[C:22](I)[CH:21]=2)=[O:7])=[CH:4][CH:3]=1.CN(C)C=O.[CH3:34][Si:35]([C:38]#[CH:39])([CH3:37])[CH3:36].[Al]. (9) Given the product [CH3:25][C:26]1[C:27]2[N:33]=[C:13]([C:9]3[N:10]=[CH:11][S:12][C:8]=3[NH:7][C:3]3[CH:2]=[N:1][CH:6]=[CH:5][CH:4]=3)[NH:32][C:28]=2[CH:29]=[CH:30][CH:31]=1, predict the reactants needed to synthesize it. The reactants are: [N:1]1[CH:6]=[CH:5][CH:4]=[C:3]([NH:7][C:8]2[S:12][CH:11]=[N:10][C:9]=2[C:13](O)=O)[CH:2]=1.C(N(C(C)C)CC)(C)C.[CH3:25][C:26]1[CH:31]=[CH:30][CH:29]=[C:28]([NH2:32])[C:27]=1[NH2:33].CN(C(ON1N=NC2C=CC=CC1=2)=[N+](C)C)C.[B-](F)(F)(F)F.